Dataset: Reaction yield outcomes from USPTO patents with 853,638 reactions. Task: Predict the reaction yield, written as a fraction of the theoretical maximum amount of product (1.0 means a 100% yield; for example, 0.34 means a 34% yield). (1) The reactants are Cl[CH2:2][C:3]([NH:5][C:6]1[CH:11]=[CH:10][CH:9]=[C:8]([O:12]C)[CH:7]=1)=[O:4].[Al+3].[Cl-].[Cl-].[Cl-]. The catalyst is Cl. The product is [OH:12][C:8]1[CH:7]=[C:6]2[C:11]([CH2:2][C:3](=[O:4])[NH:5]2)=[CH:10][CH:9]=1. The yield is 0.620. (2) The reactants are [CH3:1][O:2][C:3](=[O:30])[CH:4]([C:9]1[C:14]([CH3:15])=[CH:13][C:12](I)=[C:11]([CH:17]2[CH2:19][CH2:18]2)[C:10]=1[C:20]1[CH:21]=[C:22]2[C:27](=[CH:28][CH:29]=1)[O:26][CH2:25][CH2:24][CH2:23]2)[O:5][CH:6]1[CH2:8][CH2:7]1.ClCCl.[CH2:34]([Zn]CC)[CH3:35].C1(C)C=CC=CC=1.C(OC(C1C(C)=CC=C(OCC2C=CC=CC=2)C=1C1C=CC2OCCCC=2C=1)C(OC)=O)(C)(C)C. The catalyst is O1CCOCC1.C1C=CC(P(C2C=CC=CC=2)[C-]2C=CC=C2)=CC=1.C1C=CC(P(C2C=CC=CC=2)[C-]2C=CC=C2)=CC=1.Cl[Pd]Cl.[Fe+2]. The product is [CH3:1][O:2][C:3](=[O:30])[CH:4]([C:9]1[C:14]([CH3:15])=[CH:13][C:12]([CH2:34][CH3:35])=[C:11]([CH:17]2[CH2:19][CH2:18]2)[C:10]=1[C:20]1[CH:21]=[C:22]2[C:27](=[CH:28][CH:29]=1)[O:26][CH2:25][CH2:24][CH2:23]2)[O:5][CH:6]1[CH2:8][CH2:7]1. The yield is 1.00. (3) The reactants are [I:1][C:2]1[CH:7]=[C:6]([N+:8]([O-:10])=[O:9])[CH:5]=[C:4]([N+]([O-])=O)[CH:3]=1.[CH3:14][O-:15].[Na+].O. The catalyst is CO. The product is [I:1][C:2]1[CH:7]=[C:6]([N+:8]([O-:10])=[O:9])[CH:5]=[C:4]([O:15][CH3:14])[CH:3]=1. The yield is 0.990. (4) The reactants are [H-].[K+].[CH3:3][C:4]([S:8]([CH3:11])(=[NH:10])=[O:9])([CH3:7])[C:5]#[N:6].Br[CH2:13][CH2:14][O:15][CH:16]1[CH2:21][CH2:20][CH2:19][CH2:18][O:17]1. The catalyst is COCCOC.[Br-].C([N+](CCCC)(CCCC)CCCC)CCC. The product is [CH3:3][C:4]([S:8]([CH3:11])(=[N:10][CH2:13][CH2:14][O:15][CH:16]1[CH2:21][CH2:20][CH2:19][CH2:18][O:17]1)=[O:9])([CH3:7])[C:5]#[N:6]. The yield is 0.800. (5) The reactants are [Br:1][C:2]1[CH:7]=[C:6]([CH2:8][C:9]2[CH:14]=[CH:13][C:12]([CH2:15][CH3:16])=[CH:11][CH:10]=2)[C:5]([Cl:17])=[CH:4][C:3]=1[CH2:18][OH:19].[H-].[Na+].[CH2:22](Br)[CH:23]=[CH2:24]. The catalyst is CN(C=O)C.CCCC[N+](CCCC)(CCCC)CCCC.[I-]. The product is [CH2:24]([O:19][CH2:18][C:3]1[CH:4]=[C:5]([Cl:17])[C:6]([CH2:8][C:9]2[CH:14]=[CH:13][C:12]([CH2:15][CH3:16])=[CH:11][CH:10]=2)=[CH:7][C:2]=1[Br:1])[CH:23]=[CH2:22]. The yield is 0.848. (6) The reactants are [Br:1][C:2]1[CH:21]=[CH:20][C:5]([CH2:6][NH:7][C:8](=[O:19])[C:9]2[CH:14]=[C:13]([CH3:15])[C:12]([F:16])=[CH:11][C:10]=2[O:17]C)=[C:4]([F:22])[CH:3]=1.Br.[Na+].[Cl-].C(OCC)(=O)C. The catalyst is C(O)(=O)C. The product is [Br:1][C:2]1[CH:21]=[CH:20][C:5]([CH2:6][NH:7][C:8](=[O:19])[C:9]2[CH:14]=[C:13]([CH3:15])[C:12]([F:16])=[CH:11][C:10]=2[OH:17])=[C:4]([F:22])[CH:3]=1. The yield is 0.730. (7) The reactants are [CH:1]1([CH:4]([C:18]2[CH:23]=[CH:22][CH:21]=[CH:20][CH:19]=2)[NH:5][C:6]([C:8]2[CH:9]=[C:10]3[C:14](=[CH:15][CH:16]=2)[NH:13][N:12]=[C:11]3I)=[O:7])[CH2:3][CH2:2]1.[O:24]1[CH2:27][CH:26]([N:28]2[CH2:31][CH:30]([O:32][C:33]3[CH:38]=[CH:37][C:36](B4OC(C)(C)C(C)(C)O4)=[CH:35][CH:34]=3)[CH2:29]2)[CH2:25]1.C([O-])([O-])=O.[Na+].[Na+]. The catalyst is CCO.C1C=CC([P]([Pd]([P](C2C=CC=CC=2)(C2C=CC=CC=2)C2C=CC=CC=2)([P](C2C=CC=CC=2)(C2C=CC=CC=2)C2C=CC=CC=2)[P](C2C=CC=CC=2)(C2C=CC=CC=2)C2C=CC=CC=2)(C2C=CC=CC=2)C2C=CC=CC=2)=CC=1. The product is [CH:1]1([CH:4]([C:18]2[CH:23]=[CH:22][CH:21]=[CH:20][CH:19]=2)[NH:5][C:6]([C:8]2[CH:9]=[C:10]3[C:14](=[CH:15][CH:16]=2)[NH:13][N:12]=[C:11]3[C:36]2[CH:37]=[CH:38][C:33]([O:32][CH:30]3[CH2:31][N:28]([CH:26]4[CH2:27][O:24][CH2:25]4)[CH2:29]3)=[CH:34][CH:35]=2)=[O:7])[CH2:3][CH2:2]1. The yield is 0.220.